Dataset: Ames mutagenicity test results for genotoxicity prediction. Task: Regression/Classification. Given a drug SMILES string, predict its toxicity properties. Task type varies by dataset: regression for continuous values (e.g., LD50, hERG inhibition percentage) or binary classification for toxic/non-toxic outcomes (e.g., AMES mutagenicity, cardiotoxicity, hepatotoxicity). Dataset: ames. (1) The molecule is C=CC1(C)CO1. The result is 0 (non-mutagenic). (2) The molecule is O=C1C=CCCC1. The result is 0 (non-mutagenic).